Predict which catalyst facilitates the given reaction. From a dataset of Catalyst prediction with 721,799 reactions and 888 catalyst types from USPTO. (1) Reactant: [Br:1][C:2]1[CH:7]=[CH:6][C:5]([F:8])=[CH:4][N:3]=1.O1CCCC1.C([Li])CCC.[C:19](=[O:21])=[O:20].O. Product: [Br:1][C:2]1[CH:7]=[C:6]([C:5]([F:8])=[CH:4][N:3]=1)[C:19]([OH:21])=[O:20]. The catalyst class is: 7. (2) Reactant: [CH3:1][C:2]1([CH3:28])[O:6][C@H:5]2[C@H:7]([N:12]3[C:16]4[N:17]=[CH:18][N:19]=[C:20]([S:21][C:22]5[CH:27]=[CH:26][CH:25]=[CH:24][CH:23]=5)[C:15]=4[CH:14]=[CH:13]3)[CH2:8][C@@H:9]([CH2:10][OH:11])[C@H:4]2[O:3]1.N1C=CC=CC=1.Cl[S:36]([NH2:39])(=[O:38])=[O:37].C(C#N)(C)=O. Product: [S:36](=[O:38])(=[O:37])([O:11][CH2:10][C@@H:9]1[C@@H:4]2[C@@H:5]([O:6][C:2]([CH3:28])([CH3:1])[O:3]2)[C@H:7]([N:12]2[C:16]3[N:17]=[CH:18][N:19]=[C:20]([S:21][C:22]4[CH:27]=[CH:26][CH:25]=[CH:24][CH:23]=4)[C:15]=3[CH:14]=[CH:13]2)[CH2:8]1)[NH2:39]. The catalyst class is: 2. (3) Product: [Cl:16][C:11]1[CH:12]=[CH:13][CH:14]=[CH:15][C:10]=1[C:8]1[O:9][C:5]([CH2:3][OH:2])=[C:6]([CH2:17][N:18]2[C:26]3[C:21](=[CH:22][C:23]([C:27]([OH:36])([C:32]([F:34])([F:35])[F:33])[C:28]([F:30])([F:29])[F:31])=[CH:24][CH:25]=3)[CH:20]=[C:19]2[CH3:37])[N:7]=1. The catalyst class is: 1. Reactant: C[O:2][C:3]([C:5]1[O:9][C:8]([C:10]2[CH:15]=[CH:14][CH:13]=[CH:12][C:11]=2[Cl:16])=[N:7][C:6]=1[CH2:17][N:18]1[C:26]2[C:21](=[CH:22][C:23]([C:27]([OH:36])([C:32]([F:35])([F:34])[F:33])[C:28]([F:31])([F:30])[F:29])=[CH:24][CH:25]=2)[CH:20]=[C:19]1[CH3:37])=O.[H-].[H-].[H-].[H-].[Li+].[Al+3].CCOCC.O. (4) Reactant: [NH:1]([C:3]([C:5]1[CH:10]=[CH:9][N:8]2[C:11]([C:14]3[CH:15]=[C:16]([NH:20][C:21]([NH:23][CH2:24][C:25]([F:28])([F:27])[F:26])=[O:22])[CH:17]=[CH:18][CH:19]=3)=[CH:12][N:13]=[C:7]2[CH:6]=1)=O)[NH2:2].[CH3:29][N:30]=[C:31]=[S:32]. Product: [SH:32][C:31]1[N:30]([CH3:29])[C:3]([C:5]2[CH:10]=[CH:9][N:8]3[C:11]([C:14]4[CH:15]=[C:16]([NH:20][C:21]([NH:23][CH2:24][C:25]([F:28])([F:27])[F:26])=[O:22])[CH:17]=[CH:18][CH:19]=4)=[CH:12][N:13]=[C:7]3[CH:6]=2)=[N:1][N:2]=1. The catalyst class is: 14. (5) Reactant: O.[OH-].[Li+].C[O:5][C:6]([C:8]1[N:12]([CH2:13][C:14]2[CH:19]=[CH:18][C:17]([C:20]3[CH:25]=[CH:24][CH:23]=[CH:22][C:21]=3[C:26]3[NH:30][C:29](=[O:31])[O:28][N:27]=3)=[CH:16][CH:15]=2)[C:11]([CH2:32][CH2:33][CH2:34][CH3:35])=[N:10][C:9]=1[C:36]1[CH:41]=[CH:40][C:39]([F:42])=[CH:38][CH:37]=1)=[O:7].Cl. Product: [CH2:32]([C:11]1[N:12]([CH2:13][C:14]2[CH:19]=[CH:18][C:17]([C:20]3[CH:25]=[CH:24][CH:23]=[CH:22][C:21]=3[C:26]3[NH:30][C:29](=[O:31])[O:28][N:27]=3)=[CH:16][CH:15]=2)[C:8]([C:6]([OH:7])=[O:5])=[C:9]([C:36]2[CH:41]=[CH:40][C:39]([F:42])=[CH:38][CH:37]=2)[N:10]=1)[CH2:33][CH2:34][CH3:35]. The catalyst class is: 72. (6) Reactant: [Br:1][C:2]1[CH:3]=[CH:4][C:5]([CH3:9])=[C:6]([CH:8]=1)[NH2:7].[C:10](O[C:10]([C:12]([F:15])([F:14])[F:13])=[O:11])([C:12]([F:15])([F:14])[F:13])=[O:11]. Product: [Br:1][C:2]1[CH:3]=[CH:4][C:5]([CH3:9])=[C:6]([NH:7][C:10](=[O:11])[C:12]([F:15])([F:14])[F:13])[CH:8]=1. The catalyst class is: 34. (7) Product: [C:1]([C:3]([S:13][CH2:14][CH3:15])=[CH:4][C@@H:5]1[C@@H:7]([C:8]([Cl:18])=[O:9])[C:6]1([CH3:12])[CH3:11])#[N:2]. The catalyst class is: 885. Reactant: [C:1]([C:3]([S:13][CH2:14][CH3:15])=[CH:4][C@@H:5]1[C@@H:7]([C:8](O)=[O:9])[C:6]1([CH3:12])[CH3:11])#[N:2].S(Cl)([Cl:18])=O. (8) Reactant: [CH2:1]([N:3]1[CH2:8][CH2:7][N:6]([CH:9]([C:21]2[CH:26]=[CH:25][C:24]([C:27]([F:30])([F:29])[F:28])=[CH:23][CH:22]=2)[C:10]2[C:19]([OH:20])=[C:18]3[C:13]([CH:14]=[CH:15][CH:16]=[N:17]3)=[CH:12][CH:11]=2)[CH2:5][CH2:4]1)[CH3:2].[N+](=[CH2:33])=[N-]. Product: [CH2:1]([N:3]1[CH2:4][CH2:5][N:6]([CH:9]([C:21]2[CH:22]=[CH:23][C:24]([C:27]([F:29])([F:30])[F:28])=[CH:25][CH:26]=2)[C:10]2[C:19]([O:20][CH3:33])=[C:18]3[C:13]([CH:14]=[CH:15][CH:16]=[N:17]3)=[CH:12][CH:11]=2)[CH2:7][CH2:8]1)[CH3:2]. The catalyst class is: 27.